Dataset: Full USPTO retrosynthesis dataset with 1.9M reactions from patents (1976-2016). Task: Predict the reactants needed to synthesize the given product. (1) The reactants are: [CH:1]1([NH:6][C:7](=[O:23])[NH:8][C@H:9]([C:17]2[CH:22]=[CH:21][CH:20]=[CH:19][CH:18]=2)[C:10]([O:12]C(C)(C)C)=[O:11])[CH2:5][CH2:4][CH2:3][CH2:2]1.C(O)(C(F)(F)F)=O.C([SiH](CC)CC)C. Given the product [CH:1]1([NH:6][C:7](=[O:23])[NH:8][C@H:9]([C:17]2[CH:18]=[CH:19][CH:20]=[CH:21][CH:22]=2)[C:10]([OH:12])=[O:11])[CH2:5][CH2:4][CH2:3][CH2:2]1, predict the reactants needed to synthesize it. (2) The reactants are: C([O:5][C:6]([N:8]1[CH2:16][C:15]2[C:10](=[CH:11][CH:12]=[CH:13][CH:14]=2)[C@H:9]1[C:17]1[CH:22]=[C:21]([Cl:23])[CH:20]=[CH:19][C:18]=1[O:24][CH2:25][C:26]([O:28][CH2:29][CH3:30])=[O:27])=O)(C)(C)C.[CH3:31][CH2:32]N(CC)CC.C(Cl)(=O)C=C. Given the product [CH2:29]([O:28][C:26](=[O:27])[CH2:25][O:24][C:18]1[CH:19]=[CH:20][C:21]([Cl:23])=[CH:22][C:17]=1[CH:9]1[C:10]2[C:15](=[CH:14][CH:13]=[CH:12][CH:11]=2)[CH2:16][N:8]1[C:6](=[O:5])[CH:31]=[CH2:32])[CH3:30], predict the reactants needed to synthesize it. (3) Given the product [C:8]([C:10]1[CH:11]=[C:12]([CH:24]=[CH:25][C:26]=1[F:27])[C:13]([NH:15][NH2:16])=[O:14])#[N:9], predict the reactants needed to synthesize it. The reactants are: Cl.O1CCOCC1.[C:8]([C:10]1[CH:11]=[C:12]([CH:24]=[CH:25][C:26]=1[F:27])[C:13]([NH:15][NH:16]C(OC(C)(C)C)=O)=[O:14])#[N:9]. (4) Given the product [CH2:1]([S:3]([NH:6][C:7]1[C:8]([CH3:34])=[C:9]([CH:31]=[CH:32][CH:33]=1)[O:10][C:11]1[C:12]([C:28]([NH2:30])=[O:29])=[C:13]([NH:19][C:20]2[CH:25]=[CH:24][C:23]([I:26])=[CH:22][C:21]=2[F:27])[N:14]([CH3:18])[C:15](=[O:17])[C:16]=1[Cl:35])(=[O:4])=[O:5])[CH3:2], predict the reactants needed to synthesize it. The reactants are: [CH2:1]([S:3]([NH:6][C:7]1[C:8]([CH3:34])=[C:9]([CH:31]=[CH:32][CH:33]=1)[O:10][C:11]1[C:12]([C:28]([NH2:30])=[O:29])=[C:13]([NH:19][C:20]2[CH:25]=[CH:24][C:23]([I:26])=[CH:22][C:21]=2[F:27])[N:14]([CH3:18])[C:15](=[O:17])[CH:16]=1)(=[O:5])=[O:4])[CH3:2].[Cl:35]N1C(=O)CCC1=O. (5) Given the product [Cl:1][C:2]1[CH:7]=[CH:6][C:5]([N:8]2[CH:12]=[C:11]([CH2:13][OH:14])[N:10]=[N:9]2)=[C:4]([C:15]2[N:16]=[CH:17][N:18]=[C:19]([OH:21])[CH:20]=2)[CH:3]=1, predict the reactants needed to synthesize it. The reactants are: [Cl:1][C:2]1[CH:7]=[CH:6][C:5]([N:8]2[CH:12]=[C:11]([CH2:13][OH:14])[N:10]=[N:9]2)=[C:4]([C:15]2[CH:20]=[C:19]([O:21]C)[N:18]=[CH:17][N:16]=2)[CH:3]=1.CC(O)=O.